Dataset: Catalyst prediction with 721,799 reactions and 888 catalyst types from USPTO. Task: Predict which catalyst facilitates the given reaction. Reactant: O=O.[CH3:3][O:4]/[C:5](=[CH:9]\[C:10]1[C:15]2[S:16][CH:17]=[CH:18][C:14]=2[C:13]([O:19][CH2:20][CH2:21][C:22]2[N:23]=[C:24]([C:28]3[CH:33]=[CH:32][CH:31]=[CH:30][CH:29]=3)[O:25][C:26]=2[CH3:27])=[CH:12][CH:11]=1)/[C:6]([OH:8])=[O:7].C1([C@@H](N)C)C=CC=CC=1.[H][H]. Product: [CH3:3][O:4][C@@H:5]([CH2:9][C:10]1[C:15]2[S:16][CH:17]=[CH:18][C:14]=2[C:13]([O:19][CH2:20][CH2:21][C:22]2[N:23]=[C:24]([C:28]3[CH:33]=[CH:32][CH:31]=[CH:30][CH:29]=3)[O:25][C:26]=2[CH3:27])=[CH:12][CH:11]=1)[C:6]([OH:8])=[O:7]. The catalyst class is: 266.